From a dataset of Full USPTO retrosynthesis dataset with 1.9M reactions from patents (1976-2016). Predict the reactants needed to synthesize the given product. (1) The reactants are: C(OC(=O)[CH2:5][N:6]([CH2:22][C:23]1[CH:28]=[CH:27][CH:26]=[CH:25][CH:24]=1)[C:7](=[O:21])[C@@H:8]([NH:13][C:14](OC(C)(C)C)=[O:15])[CH2:9][CH:10]([CH3:12])[CH3:11])C. Given the product [CH2:22]([N:6]1[CH2:5][C:14](=[O:15])[NH:13][C@@H:8]([CH2:9][CH:10]([CH3:12])[CH3:11])[C:7]1=[O:21])[C:23]1[CH:28]=[CH:27][CH:26]=[CH:25][CH:24]=1, predict the reactants needed to synthesize it. (2) Given the product [CH3:32][CH2:31][CH2:30][N:22]([C@@H:16]1[CH2:17][C:18]2[CH:19]=[CH:20][CH:21]=[C:12]([OH:11])[C:13]=2[CH2:14][CH2:15]1)[CH2:23][CH2:24][C:25]1[S:26][CH:27]=[CH:28][CH:29]=1, predict the reactants needed to synthesize it. The reactants are: [Cl-].[Al+3].[Cl-].[Cl-].NC(N)=S.Cl.C[O:11][C:12]1[CH:21]=[CH:20][CH:19]=[C:18]2[C:13]=1[CH2:14][CH2:15][C@H:16]([N:22]([CH2:30][CH2:31][CH3:32])[CH2:23][CH2:24][C:25]1[S:26][CH:27]=[CH:28][CH:29]=1)[CH2:17]2.N.